This data is from Catalyst prediction with 721,799 reactions and 888 catalyst types from USPTO. The task is: Predict which catalyst facilitates the given reaction. (1) Product: [Br:1][CH2:2][C:3](=[O:17])[CH2:4][O:5][C:6]1[CH:7]=[C:8]2[C:13](=[CH:14][CH:15]=1)[NH:12][C:11](=[O:16])[CH2:10][CH2:9]2. The catalyst class is: 2. Reactant: [Br:1][CH2:2][CH:3]([OH:17])[CH2:4][O:5][C:6]1[CH:7]=[C:8]2[C:13](=[CH:14][CH:15]=1)[NH:12][C:11](=[O:16])[CH2:10][CH2:9]2.[Cr](Cl)([O-])(=O)=O.[NH+]1C=CC=CC=1. (2) Reactant: [CH2:1]([O:3][C:4]([C:6]1[N:10]([CH2:11][C:12]2[CH:17]=[CH:16][C:15]([C:18]3[CH:23]=[CH:22][CH:21]=[CH:20][C:19]=3[C:24]3[N:28]([C:29]([C:42]4[CH:47]=[CH:46][CH:45]=[CH:44][CH:43]=4)([C:36]4[CH:41]=[CH:40][CH:39]=[CH:38][CH:37]=4)[C:30]4[CH:35]=[CH:34][CH:33]=[CH:32][CH:31]=4)[N:27]=[N:26][N:25]=3)=[CH:14][CH:13]=2)[CH:9]=[N:8][C:7]=1[CH:48]([S:50][C:51]1[CH:56]=[CH:55][C:54]([O:57][C:58]2[CH:63]=[CH:62][C:61]([N+:64]([O-])=O)=[C:60]([N:67]([C:69]([O:71][C:72]([CH3:75])([CH3:74])[CH3:73])=[O:70])[CH3:68])[CH:59]=2)=[CH:53][CH:52]=1)[CH3:49])=[O:5])[CH3:2].CO.[H][H]. Product: [CH2:1]([O:3][C:4]([C:6]1[N:10]([CH2:11][C:12]2[CH:13]=[CH:14][C:15]([C:18]3[CH:23]=[CH:22][CH:21]=[CH:20][C:19]=3[C:24]3[N:28]([C:29]([C:42]4[CH:47]=[CH:46][CH:45]=[CH:44][CH:43]=4)([C:30]4[CH:35]=[CH:34][CH:33]=[CH:32][CH:31]=4)[C:36]4[CH:37]=[CH:38][CH:39]=[CH:40][CH:41]=4)[N:27]=[N:26][N:25]=3)=[CH:16][CH:17]=2)[CH:9]=[N:8][C:7]=1[CH:48]([S:50][C:51]1[CH:52]=[CH:53][C:54]([O:57][C:58]2[CH:63]=[CH:62][C:61]([NH2:64])=[C:60]([N:67]([C:69]([O:71][C:72]([CH3:74])([CH3:73])[CH3:75])=[O:70])[CH3:68])[CH:59]=2)=[CH:55][CH:56]=1)[CH3:49])=[O:5])[CH3:2]. The catalyst class is: 304. (3) Reactant: [CH:1]1([CH2:4][NH:5][C:6]2[CH:11]=[CH:10][C:9]([NH:12][S:13]([C:16]3[CH:21]=[CH:20][CH:19]=[CH:18][CH:17]=3)(=[O:15])=[O:14])=[CH:8][C:7]=2[N+:22]([O-])=O)[CH2:3][CH2:2]1. Product: [NH2:22][C:7]1[CH:8]=[C:9]([NH:12][S:13]([C:16]2[CH:17]=[CH:18][CH:19]=[CH:20][CH:21]=2)(=[O:15])=[O:14])[CH:10]=[CH:11][C:6]=1[NH:5][CH2:4][CH:1]1[CH2:2][CH2:3]1. The catalyst class is: 99. (4) Reactant: [CH3:1][O:2][C:3](=[O:18])[CH2:4][CH2:5][C:6]1[CH:11]=[CH:10][C:9]([O:12][CH2:13][CH2:14][CH2:15][OH:16])=[CH:8][C:7]=1[CH3:17].CCN(CC)CC.[CH3:26][S:27](Cl)(=[O:29])=[O:28]. Product: [CH3:1][O:2][C:3](=[O:18])[CH2:4][CH2:5][C:6]1[CH:11]=[CH:10][C:9]([O:12][CH2:13][CH2:14][CH2:15][O:16][S:27]([CH3:26])(=[O:29])=[O:28])=[CH:8][C:7]=1[CH3:17]. The catalyst class is: 2.